Dataset: Reaction yield outcomes from USPTO patents with 853,638 reactions. Task: Predict the reaction yield, written as a fraction of the theoretical maximum amount of product (1.0 means a 100% yield; for example, 0.34 means a 34% yield). (1) The reactants are [NH2:1][C:2]1[CH:7]=[CH:6][C:5]([Br:8])=[CH:4][C:3]=1[S:9]([NH2:12])(=[O:11])=[O:10].[Cl:13][C:14]1[CH:15]=[C:16]([C:21]2[CH:22]=[C:23]([S:27](Cl)(=[O:29])=[O:28])[CH:24]=[CH:25][CH:26]=2)[CH:17]=[CH:18][C:19]=1[Cl:20]. The catalyst is N1C=CC=CC=1. The product is [Br:8][C:5]1[CH:6]=[CH:7][C:2]([NH:1][S:27]([C:23]2[CH:24]=[CH:25][CH:26]=[C:21]([C:16]3[CH:17]=[CH:18][C:19]([Cl:20])=[C:14]([Cl:13])[CH:15]=3)[CH:22]=2)(=[O:29])=[O:28])=[C:3]([S:9]([NH2:12])(=[O:11])=[O:10])[CH:4]=1. The yield is 0.550. (2) The reactants are [H-].[Na+].[C:3]1([SH:9])[CH:8]=[CH:7][CH:6]=[CH:5][CH:4]=1.Br[C:11]([F:18])([F:17])[C:12]([O:14][CH2:15][CH3:16])=[O:13]. The catalyst is CS(C)=O. The product is [F:17][C:11]([F:18])([S:9][C:3]1[CH:8]=[CH:7][CH:6]=[CH:5][CH:4]=1)[C:12]([O:14][CH2:15][CH3:16])=[O:13]. The yield is 0.840. (3) The reactants are [C:1]([C:4]1[C:9]2[N:10]=[C:11]([C:13]3[CH:18]=[CH:17][C:16]([O:19]C)=[CH:15][CH:14]=3)[S:12][C:8]=2[CH:7]=[C:6]([O:21]C)[CH:5]=1)([OH:3])=[O:2].B(Br)(Br)Br. No catalyst specified. The product is [C:1]([C:4]1[C:9]2[N:10]=[C:11]([C:13]3[CH:18]=[CH:17][C:16]([OH:19])=[CH:15][CH:14]=3)[S:12][C:8]=2[CH:7]=[C:6]([OH:21])[CH:5]=1)([OH:3])=[O:2]. The yield is 0.740. (4) The reactants are [CH3:1][N:2](C=O)C.CI.CN(C)[CH2:10][C:11]1[C:19]2[C:14](=[CH:15][C:16]([N+:20]([O-:22])=[O:21])=[CH:17][CH:18]=2)[NH:13][CH:12]=1.[C-]#N.[K+]. The catalyst is O.C1COCC1. The product is [N+:20]([C:16]1[CH:15]=[C:14]2[C:19]([C:11]([CH2:10][C:1]#[N:2])=[CH:12][NH:13]2)=[CH:18][CH:17]=1)([O-:22])=[O:21]. The yield is 0.360.